Dataset: NCI-60 drug combinations with 297,098 pairs across 59 cell lines. Task: Regression. Given two drug SMILES strings and cell line genomic features, predict the synergy score measuring deviation from expected non-interaction effect. Drug 1: CN(C)C1=NC(=NC(=N1)N(C)C)N(C)C. Drug 2: CC1CCCC2(C(O2)CC(NC(=O)CC(C(C(=O)C(C1O)C)(C)C)O)C(=CC3=CSC(=N3)C)C)C. Cell line: EKVX. Synergy scores: CSS=-5.27, Synergy_ZIP=1.25, Synergy_Bliss=-3.99, Synergy_Loewe=-6.60, Synergy_HSA=-6.12.